Dataset: Full USPTO retrosynthesis dataset with 1.9M reactions from patents (1976-2016). Task: Predict the reactants needed to synthesize the given product. Given the product [Cl:1][C:2]1[CH:7]=[C:6]2[C:5](=[CH:4][CH:3]=1)[N:21]=[C:25]([NH2:24])[N:9]([CH2:10][C:11]1[C:16]([O:17][CH3:18])=[CH:15][CH:14]=[CH:13][C:12]=1[O:19][CH3:20])[CH2:8]2, predict the reactants needed to synthesize it. The reactants are: [Cl:1][C:2]1[CH:3]=[CH:4][C:5]([N+:21]([O-])=O)=[C:6]([CH2:8][NH:9][CH2:10][C:11]2[C:16]([O:17][CH3:18])=[CH:15][CH:14]=[CH:13][C:12]=2[O:19][CH3:20])[CH:7]=1.[N:24]#[C:25]Br.